The task is: Predict the reactants needed to synthesize the given product.. This data is from Full USPTO retrosynthesis dataset with 1.9M reactions from patents (1976-2016). Given the product [Cl:23][C:4]1[CH:3]=[C:2]([C:30]2[N:31]=[CH:32][S:33][CH:34]=2)[S:6][C:5]=1[C:7]1[N:11]2[N:12]=[C:13]([CH3:21])[CH:14]=[C:15]([CH:16]([CH2:19][CH3:20])[CH2:17][CH3:18])[C:10]2=[N:9][C:8]=1[CH3:22], predict the reactants needed to synthesize it. The reactants are: Br[C:2]1[S:6][C:5]([C:7]2[N:11]3[N:12]=[C:13]([CH3:21])[CH:14]=[C:15]([CH:16]([CH2:19][CH3:20])[CH2:17][CH3:18])[C:10]3=[N:9][C:8]=2[CH3:22])=[C:4]([Cl:23])[CH:3]=1.C1COCC1.Br[C:30]1[N:31]=[CH:32][S:33][CH:34]=1.